The task is: Regression/Classification. Given a drug SMILES string, predict its absorption, distribution, metabolism, or excretion properties. Task type varies by dataset: regression for continuous measurements (e.g., permeability, clearance, half-life) or binary classification for categorical outcomes (e.g., BBB penetration, CYP inhibition). For this dataset (solubility_aqsoldb), we predict Y.. This data is from Aqueous solubility values for 9,982 compounds from the AqSolDB database. The molecule is COc1nn(CSP(=S)(OC)OC)c(=O)s1. The Y is -3.10 log mol/L.